From a dataset of Catalyst prediction with 721,799 reactions and 888 catalyst types from USPTO. Predict which catalyst facilitates the given reaction. (1) Reactant: [C:1]([C:4]1[CH:5]=[C:6]([NH:11][C:12](=[O:16])[CH2:13][CH2:14][CH3:15])[CH:7]=[CH:8][C:9]=1[OH:10])(=[O:3])[CH3:2].[C:17](=O)([O-])[O-].[K+].[K+]. Product: [C:1]([C:4]1[CH:5]=[C:6]([NH:11][C:12](=[O:16])[CH2:13][CH2:14][CH3:15])[CH:7]=[CH:8][C:9]=1[O:10][CH3:17])(=[O:3])[CH3:2]. The catalyst class is: 3. (2) Reactant: [Cl:1][C:2]1[C:8]([N+:9]([O-:11])=[O:10])=[CH:7][C:5]([NH2:6])=[C:4]([O:12][CH3:13])[CH:3]=1.C(=O)([O-])O.[Na+].[C:19](Cl)(=[O:21])[CH3:20].O. Product: [Cl:1][C:2]1[C:8]([N+:9]([O-:11])=[O:10])=[CH:7][C:5]([NH:6][C:19](=[O:21])[CH3:20])=[C:4]([O:12][CH3:13])[CH:3]=1. The catalyst class is: 7. (3) Reactant: [Cl:1][C:2]1[CH:3]=[C:4]([NH:8][C:9]2[N:14]=[C:13]([C:15]3[CH:20]=[CH:19][N:18]=[C:17]([C:21](=O)[CH3:22])[CH:16]=3)[CH:12]=[CH:11][N:10]=2)[CH:5]=[CH:6][CH:7]=1.C(O)(=O)C.C([O-])(=O)C.[Na+].[NH:33]([CH2:35][CH2:36][C:37]#[N:38])[NH2:34]. Product: [Cl:1][C:2]1[CH:3]=[C:4]([NH:8][C:9]2[N:14]=[C:13]([C:15]3[CH:20]=[CH:19][N:18]=[C:17]([C:21](=[N:34][NH:33][CH2:35][CH2:36][C:37]#[N:38])[CH3:22])[CH:16]=3)[CH:12]=[CH:11][N:10]=2)[CH:5]=[CH:6][CH:7]=1. The catalyst class is: 5. (4) Reactant: Cl.[NH2:2][C:3]([C:5]1([N:16]([CH2:18][C:19]2[CH:20]=[C:21]3[C:26](=[CH:27][C:28]=2[O:29][CH3:30])[N:25]=[CH:24][N:23]=[C:22]3[NH:31][C:32]2[CH:37]=[CH:36][CH:35]=[C:34]([Cl:38])[C:33]=2[F:39])[CH3:17])[CH2:8][N:7](C(OC(C)(C)C)=O)[CH2:6]1)=[O:4]. Product: [Cl:38][C:34]1[C:33]([F:39])=[C:32]([NH:31][C:22]2[C:21]3[C:26](=[CH:27][C:28]([O:29][CH3:30])=[C:19]([CH2:18][N:16]([CH3:17])[C:5]4([C:3]([NH2:2])=[O:4])[CH2:8][NH:7][CH2:6]4)[CH:20]=3)[N:25]=[CH:24][N:23]=2)[CH:37]=[CH:36][CH:35]=1. The catalyst class is: 12. (5) Reactant: [Cl:1][C:2]1[C:11]2[C:6](=[CH:7][CH:8]=[CH:9][CH:10]=2)[N:5]=[C:4]([CH3:12])[N:3]=1.C(=O)([O-])[O-].[K+].[K+].[NH2:19][NH2:20]. Product: [ClH:1].[ClH:1].[NH:19]([C:2]1[C:11]2[C:6](=[CH:7][CH:8]=[CH:9][CH:10]=2)[N:5]=[C:4]([CH3:12])[N:3]=1)[NH2:20]. The catalyst class is: 1.